From a dataset of NCI-60 drug combinations with 297,098 pairs across 59 cell lines. Regression. Given two drug SMILES strings and cell line genomic features, predict the synergy score measuring deviation from expected non-interaction effect. (1) Drug 1: C1CN1C2=NC(=NC(=N2)N3CC3)N4CC4. Drug 2: COC1=CC(=CC(=C1O)OC)C2C3C(COC3=O)C(C4=CC5=C(C=C24)OCO5)OC6C(C(C7C(O6)COC(O7)C8=CC=CS8)O)O. Cell line: HT29. Synergy scores: CSS=79.4, Synergy_ZIP=-4.72, Synergy_Bliss=-3.74, Synergy_Loewe=-2.55, Synergy_HSA=-0.140. (2) Drug 1: C1C(C(OC1N2C=NC3=C(N=C(N=C32)Cl)N)CO)O. Drug 2: CC1=C2C(C(=O)C3(C(CC4C(C3C(C(C2(C)C)(CC1OC(=O)C(C(C5=CC=CC=C5)NC(=O)C6=CC=CC=C6)O)O)OC(=O)C7=CC=CC=C7)(CO4)OC(=O)C)O)C)OC(=O)C. Cell line: SK-MEL-28. Synergy scores: CSS=16.4, Synergy_ZIP=-8.09, Synergy_Bliss=-4.53, Synergy_Loewe=-6.13, Synergy_HSA=-3.60. (3) Drug 1: C1CC(=O)NC(=O)C1N2CC3=C(C2=O)C=CC=C3N. Drug 2: C1CNP(=O)(OC1)N(CCCl)CCCl. Cell line: KM12. Synergy scores: CSS=7.34, Synergy_ZIP=0.428, Synergy_Bliss=7.28, Synergy_Loewe=-0.927, Synergy_HSA=0.0112. (4) Drug 1: C1=CC(=CC=C1C#N)C(C2=CC=C(C=C2)C#N)N3C=NC=N3. Drug 2: CC1=C(C(CCC1)(C)C)C=CC(=CC=CC(=CC(=O)O)C)C. Cell line: M14. Synergy scores: CSS=6.08, Synergy_ZIP=1.29, Synergy_Bliss=1.42, Synergy_Loewe=3.83, Synergy_HSA=0.884. (5) Drug 1: CC1=C2C(C(=O)C3(C(CC4C(C3C(C(C2(C)C)(CC1OC(=O)C(C(C5=CC=CC=C5)NC(=O)C6=CC=CC=C6)O)O)OC(=O)C7=CC=CC=C7)(CO4)OC(=O)C)O)C)OC(=O)C. Drug 2: CC1C(C(CC(O1)OC2CC(CC3=C2C(=C4C(=C3O)C(=O)C5=C(C4=O)C(=CC=C5)OC)O)(C(=O)CO)O)N)O.Cl. Cell line: NCI-H226. Synergy scores: CSS=30.6, Synergy_ZIP=-3.50, Synergy_Bliss=-4.12, Synergy_Loewe=-7.33, Synergy_HSA=-0.963.